This data is from Catalyst prediction with 721,799 reactions and 888 catalyst types from USPTO. The task is: Predict which catalyst facilitates the given reaction. (1) Reactant: [NH2:1][C:2]1[N:7]=[C:6]([N:8]([CH2:15][CH2:16][O:17][CH3:18])[C:9]2[CH:14]=[CH:13][CH:12]=[CH:11][CH:10]=2)[N:5]=[C:4]([C:19]2[N:23]=[C:22]([C:24]3[CH:25]=[CH:26][C:27]([CH2:30][OH:31])=[N:28][CH:29]=3)[O:21][N:20]=2)[N:3]=1.[CH3:32][S:33](Cl)(=[O:35])=[O:34].C(N(CC)CC)C. Product: [NH2:1][C:2]1[N:7]=[C:6]([N:8]([CH2:15][CH2:16][O:17][CH3:18])[C:9]2[CH:14]=[CH:13][CH:12]=[CH:11][CH:10]=2)[N:5]=[C:4]([C:19]2[N:23]=[C:22]([C:24]3[CH:25]=[CH:26][C:27]([CH2:30][O:31][S:33]([CH3:32])(=[O:35])=[O:34])=[N:28][CH:29]=3)[O:21][N:20]=2)[N:3]=1. The catalyst class is: 2. (2) Reactant: [NH2:1][C:2]1[N:7]=[C:6]([C:8]2[CH:9]=[C:10]([OH:15])[CH:11]=[CH:12][C:13]=2[CH3:14])[CH:5]=[C:4]([Cl:16])[N:3]=1.N1C(C)=CC=CC=1C.FC(F)(F)S(O[Si:31]([C:34]([CH3:37])([CH3:36])[CH3:35])([CH3:33])[CH3:32])(=O)=O. Product: [Si:31]([O:15][C:10]1[CH:11]=[CH:12][C:13]([CH3:14])=[C:8]([C:6]2[CH:5]=[C:4]([Cl:16])[N:3]=[C:2]([NH2:1])[N:7]=2)[CH:9]=1)([C:34]([CH3:37])([CH3:36])[CH3:35])([CH3:33])[CH3:32]. The catalyst class is: 4.